Dataset: Full USPTO retrosynthesis dataset with 1.9M reactions from patents (1976-2016). Task: Predict the reactants needed to synthesize the given product. (1) Given the product [CH2:22]([N:29]1[C:31]2[C:36](=[CH:35][CH:34]=[CH:33][CH:32]=2)[C:14]([CH2:15][CH2:16][CH2:17][CH2:18][CH3:19])=[C:13]1[C:8]1[CH:7]=[CH:6][C:5]2[C:10](=[CH:11][CH:12]=[C:3]([O:2][CH3:1])[CH:4]=2)[CH:9]=1)[C:23]1[CH:28]=[CH:27][CH:26]=[CH:25][CH:24]=1, predict the reactants needed to synthesize it. The reactants are: [CH3:1][O:2][C:3]1[CH:4]=[C:5]2[C:10](=[CH:11][CH:12]=1)[CH:9]=[C:8]([C:13](=O)[CH2:14][CH2:15][CH2:16][CH2:17][CH2:18][CH3:19])[CH:7]=[CH:6]2.Cl.[CH2:22]([N:29]([C:31]1[CH:36]=[CH:35][CH:34]=[CH:33][CH:32]=1)N)[C:23]1[CH:28]=[CH:27][CH:26]=[CH:25][CH:24]=1.O. (2) The reactants are: [CH2:1]([O:8][C:9]([N:11]([C:26]1[CH:31]=[CH:30][C:29]([Br:32])=[CH:28][CH:27]=1)[CH2:12][CH2:13]OS(CC1C=CC(C)=CC=1)(=O)=O)=[O:10])[C:2]1[CH:7]=[CH:6][CH:5]=[CH:4][CH:3]=1.[F-:33].C([N+](CCCC)(CCCC)CCCC)CCC. Given the product [CH2:1]([O:8][C:9](=[O:10])[N:11]([C:26]1[CH:31]=[CH:30][C:29]([Br:32])=[CH:28][CH:27]=1)[CH2:12][CH2:13][F:33])[C:2]1[CH:7]=[CH:6][CH:5]=[CH:4][CH:3]=1, predict the reactants needed to synthesize it. (3) Given the product [ClH:25].[Cl:25][C:26]1[CH:27]=[CH:28][CH:29]=[C:30]2[C:34]=1[C:33](=[O:32])[N:10]([C:7]1[CH:8]=[CH:9][C:4]([O:3][CH3:2])=[C:5]([O:11][CH2:12][CH2:13][N:14]3[CH2:19][CH2:18][CH:17]([CH3:20])[CH2:16][CH2:15]3)[CH:6]=1)[CH:31]2[CH3:36], predict the reactants needed to synthesize it. The reactants are: Cl.[CH3:2][O:3][C:4]1[CH:9]=[CH:8][C:7]([NH2:10])=[CH:6][C:5]=1[O:11][CH2:12][CH2:13][N:14]1[CH2:19][CH2:18][CH:17]([CH3:20])[CH2:16][CH2:15]1.C[Al](C)C.[Cl:25][C:26]1[CH:27]=[CH:28][CH:29]=[C:30]2[C:34]=1[C:33](=O)[O:32][CH:31]2[CH3:36].C1C=CC(P(C2C=CC=CC=2)C2C=CC=CC=2)=CC=1.N(C(OC(C)C)=O)=NC(OC(C)C)=O. (4) Given the product [F:18][C:16]1[CH:15]=[CH:14][N:13]=[CH:12][C:11]=1[C:3]1[CH:4]=[CH:5][C:6]([N+:8]([O-:10])=[O:9])=[CH:7][C:2]=1[CH3:1], predict the reactants needed to synthesize it. The reactants are: [CH3:1][C:2]1[CH:7]=[C:6]([N+:8]([O-:10])=[O:9])[CH:5]=[CH:4][C:3]=1[C:11]1[CH:12]=[N:13][CH:14]=[CH:15][C:16]=1N.[F:18][B-](F)(F)F.[H+].N([O-])=O.[Na+].[OH-].[Na+]. (5) The reactants are: C([O:3][C:4](=[O:27])[CH2:5][N:6]1[C:14]2[C:9](=[CH:10][C:11]([CH3:15])=[CH:12][CH:13]=2)[C:8]([S:16]([C:19]2[CH:24]=[CH:23][C:22]([Cl:25])=[CH:21][CH:20]=2)(=[O:18])=[O:17])=[C:7]1[CH3:26])C.[OH-].[Na+].Cl. Given the product [Cl:25][C:22]1[CH:21]=[CH:20][C:19]([S:16]([C:8]2[C:9]3[C:14](=[CH:13][CH:12]=[C:11]([CH3:15])[CH:10]=3)[N:6]([CH2:5][C:4]([OH:27])=[O:3])[C:7]=2[CH3:26])(=[O:18])=[O:17])=[CH:24][CH:23]=1, predict the reactants needed to synthesize it. (6) Given the product [F:32][C:26]1[CH:27]=[CH:28][CH:29]=[C:30]([F:31])[C:25]=1[C:24]([NH:23][C:19]1[CH:20]=[CH:21][CH:22]=[C:17]([C:9]2[C:8]([C:6]3[CH:5]=[CH:4][N:3]=[C:2]([NH:34][C:35]4[CH:44]=[CH:43][C:38]5[NH:39][C:40](=[O:49])[CH2:41][O:42][C:37]=5[CH:36]=4)[N:7]=3)=[C:12]3[CH:13]=[CH:14][CH:15]=[CH:16][N:11]3[N:10]=2)[CH:18]=1)=[O:33], predict the reactants needed to synthesize it. The reactants are: Cl[C:2]1[N:7]=[C:6]([C:8]2[C:9]([C:17]3[CH:18]=[C:19]([NH:23][C:24](=[O:33])[C:25]4[C:30]([F:31])=[CH:29][CH:28]=[CH:27][C:26]=4[F:32])[CH:20]=[CH:21][CH:22]=3)=[N:10][N:11]3[CH:16]=[CH:15][CH:14]=[CH:13][C:12]=23)[CH:5]=[CH:4][N:3]=1.[NH2:34][C:35]1[CH:44]=[CH:43][C:38]2[N:39]=[CH:40][CH2:41][O:42][C:37]=2[CH:36]=1.Cl.C([OH:49])(C)C. (7) Given the product [CH:1]1([N:4]([CH:5]2[CH2:10][CH2:9][N:8]([C:11]3[O:15][N:14]=[C:13]([CH:16]([CH3:18])[CH3:17])[N:12]=3)[CH2:7][CH2:6]2)[C:28](=[O:29])[C:27]2[CH:31]=[CH:32][C:24]([C:23]3[O:19][CH:20]=[N:21][CH:22]=3)=[N:25][CH:26]=2)[CH2:2][CH2:3]1, predict the reactants needed to synthesize it. The reactants are: [CH:1]1([NH:4][CH:5]2[CH2:10][CH2:9][N:8]([C:11]3[O:15][N:14]=[C:13]([CH:16]([CH3:18])[CH3:17])[N:12]=3)[CH2:7][CH2:6]2)[CH2:3][CH2:2]1.[O:19]1[C:23]([C:24]2[CH:32]=[CH:31][C:27]([C:28](O)=[O:29])=[CH:26][N:25]=2)=[CH:22][N:21]=[CH:20]1.